This data is from Catalyst prediction with 721,799 reactions and 888 catalyst types from USPTO. The task is: Predict which catalyst facilitates the given reaction. Reactant: [C:1](Cl)(Cl)=[S:2].C(N(CC)CC)C.[NH2:12][C:13]1[CH:22]=[CH:21][CH:20]=[CH:19][C:14]=1[C:15]([O:17][CH3:18])=[O:16].O. Product: [N:12]([C:13]1[CH:22]=[CH:21][CH:20]=[CH:19][C:14]=1[C:15]([O:17][CH3:18])=[O:16])=[C:1]=[S:2]. The catalyst class is: 25.